Dataset: Reaction yield outcomes from USPTO patents with 853,638 reactions. Task: Predict the reaction yield, written as a fraction of the theoretical maximum amount of product (1.0 means a 100% yield; for example, 0.34 means a 34% yield). (1) The product is [CH3:15][C:14]1[C:9]([OH:8])=[N:10][CH:11]=[N:12][C:13]=1[CH2:16][C:17]1[CH:22]=[CH:21][CH:20]=[CH:19][C:18]=1[CH3:23]. The reactants are C([O:8][C:9]1[C:14]([CH3:15])=[C:13]([CH2:16][C:17]2[CH:22]=[CH:21][CH:20]=[CH:19][C:18]=2[CH3:23])[N:12]=[CH:11][N:10]=1)C1C=CC=CC=1. The yield is 0.980. The catalyst is FC(F)(F)C(O)=O. (2) The reactants are [NH2:1][C@H:2]1[CH2:11][C:10]2[C:5](=[CH:6][CH:7]=[C:8]([C:12]#[N:13])[CH:9]=2)[NH:4][CH2:3]1.[C:14]1([N:20]=[C:21]=[O:22])[CH:19]=[CH:18][CH:17]=[CH:16][CH:15]=1. The catalyst is C(Cl)Cl. The product is [C:12]([C:8]1[CH:9]=[C:10]2[C:5](=[CH:6][CH:7]=1)[NH:4][CH2:3][C@@H:2]([NH:1][C:21]([NH:20][C:14]1[CH:19]=[CH:18][CH:17]=[CH:16][CH:15]=1)=[O:22])[CH2:11]2)#[N:13]. The yield is 0.970. (3) The reactants are [CH3:1][O:2][C:3]([CH:5]1[CH2:9][CH:8](I)[CH2:7][N:6]1[C:11]([O:13][C:14]([CH3:17])([CH3:16])[CH3:15])=[O:12])=[O:4].[N-:18]=[N+:19]=[N-:20].[Na+]. The catalyst is CN(C=O)C.O. The product is [CH3:1][O:2][C:3]([C@@H:5]1[CH2:9][C@@H:8]([N:18]=[N+:19]=[N-:20])[CH2:7][N:6]1[C:11]([O:13][C:14]([CH3:17])([CH3:16])[CH3:15])=[O:12])=[O:4]. The yield is 0.900. (4) The reactants are [NH2:1][C:2]1[CH:27]=[CH:26][C:5]([O:6][C:7]2[CH:12]=[CH:11][N:10]=[C:9]([NH:13][C:14]([N:16]3[CH2:21][CH2:20][CH:19]([CH2:22][N:23]([CH3:25])[CH3:24])[CH2:18][CH2:17]3)=[O:15])[CH:8]=2)=[CH:4][CH:3]=1.[C:28]1([CH2:34][C:35]([N:37]=[C:38]=[O:39])=[O:36])[CH:33]=[CH:32][CH:31]=[CH:30][CH:29]=1. The catalyst is O1CCCC1.CCCCCC. The product is [CH3:25][N:23]([CH2:22][CH:19]1[CH2:20][CH2:21][N:16]([C:14]([NH:13][C:9]2[CH:8]=[C:7]([O:6][C:5]3[CH:26]=[CH:27][C:2]([NH:1][C:38]([NH:37][C:35](=[O:36])[CH2:34][C:28]4[CH:29]=[CH:30][CH:31]=[CH:32][CH:33]=4)=[O:39])=[CH:3][CH:4]=3)[CH:12]=[CH:11][N:10]=2)=[O:15])[CH2:17][CH2:18]1)[CH3:24]. The yield is 0.680. (5) The reactants are [Cl:1][C:2]1[CH:7]=[CH:6][C:5]([NH:8][C:9]([C@@H:11]2[CH2:15][CH2:14][C@H:13]([C:16]3[CH:21]=[CH:20][C:19](OC)=[C:18]([O:24][CH3:25])[CH:17]=3)[NH:12]2)=O)=[CH:4][C:3]=1[O:26][CH3:27].C1(C)C=CC=CC=1.C1C[O:38][CH2:37]C1. No catalyst specified. The product is [Cl:1][C:2]1[CH:7]=[CH:6][C:5]([NH:8][CH2:9][C@@H:11]2[CH2:15][CH2:14][C@H:13]([C:16]3[CH2:17][C:18]([O:24][CH3:25])([O:38][CH3:37])[CH:19]=[CH:20][CH:21]=3)[NH:12]2)=[CH:4][C:3]=1[O:26][CH3:27]. The yield is 0.670.